This data is from Reaction yield outcomes from USPTO patents with 853,638 reactions. The task is: Predict the reaction yield, written as a fraction of the theoretical maximum amount of product (1.0 means a 100% yield; for example, 0.34 means a 34% yield). (1) The product is [CH3:22][O:21][C:14]1[CH:15]=[C:16]([O:19][CH3:20])[CH:17]=[CH:18][C:13]=1[CH2:12][NH:11][C:9]1[N:8]=[CH:7][N:6]=[C:5]2[N:4]([C@@H:23]3[CH2:31][CH2:30][CH2:29][C:28]4[N:27]([S:32]([C:35]5[CH:36]=[CH:37][C:38]([CH3:39])=[CH:40][CH:41]=5)(=[O:33])=[O:34])[N:26]=[CH:25][C:24]3=4)[N:3]=[C:2]([C:50]3[CH:68]=[CH:67][C:53]([C:54]([NH:56][C:57]4[CH:62]=[C:61]([C:63]([F:64])([F:65])[F:66])[CH:60]=[CH:59][N:58]=4)=[O:55])=[CH:52][CH:51]=3)[C:10]=12. The reactants are Br[C:2]1[C:10]2[C:5](=[N:6][CH:7]=[N:8][C:9]=2[NH:11][CH2:12][C:13]2[CH:18]=[CH:17][C:16]([O:19][CH3:20])=[CH:15][C:14]=2[O:21][CH3:22])[N:4]([C@@H:23]2[CH2:31][CH2:30][CH2:29][C:28]3[N:27]([S:32]([C:35]4[CH:41]=[CH:40][C:38]([CH3:39])=[CH:37][CH:36]=4)(=[O:34])=[O:33])[N:26]=[CH:25][C:24]2=3)[N:3]=1.CC1(C)C(C)(C)OB([C:50]2[CH:68]=[CH:67][C:53]([C:54]([NH:56][C:57]3[CH:62]=[C:61]([C:63]([F:66])([F:65])[F:64])[CH:60]=[CH:59][N:58]=3)=[O:55])=[CH:52][CH:51]=2)O1.C([O-])([O-])=O.[K+].[K+].O. The yield is 0.872. The catalyst is O1CCOCC1.O.Cl[Pd](Cl)([P](C1C=CC=CC=1)(C1C=CC=CC=1)C1C=CC=CC=1)[P](C1C=CC=CC=1)(C1C=CC=CC=1)C1C=CC=CC=1. (2) The reactants are C[O:2][C:3](=[O:18])[CH2:4][C@@:5]1(CC2C=CC=CC=2)[CH2:9][CH2:8][C@@H:7]([CH3:10])[CH2:6]1.I([O-])(=O)(=O)=[O:20].[Na+].C(#N)C.Cl.[CH2:29]([O:31][CH2:32][CH3:33])C. The catalyst is C(Cl)(Cl)(Cl)Cl.[Ru](Cl)(Cl)Cl.O. The product is [CH3:29][O:31][C:32]([CH2:33][C@@:5]1([CH2:4][C:3]([OH:2])=[O:18])[CH2:9][CH2:8][C@@H:7]([CH3:10])[CH2:6]1)=[O:20]. The yield is 0.877. (3) The reactants are O=[C:2]([CH2:8][CH3:9])[CH2:3][C:4]([O:6][CH3:7])=[O:5].C([O-])(=O)C.[NH4+:14]. The catalyst is CO. The product is [NH2:14]/[C:2](/[CH2:8][CH3:9])=[CH:3]\[C:4]([O:6][CH3:7])=[O:5]. The yield is 0.920. (4) The reactants are C1(C)C=CC=CC=1.Br.[Br:9][CH2:10][CH2:11][CH2:12][NH2:13].C(N(CC)CC)C.[N+:21]([C:24]1[CH:32]=[CH:31][C:27]([C:28](Cl)=[O:29])=[CH:26][CH:25]=1)([O-:23])=[O:22]. The catalyst is C(OCC)(=O)C. The product is [Br:9][CH2:10][CH2:11][CH2:12][NH:13][C:28](=[O:29])[C:27]1[CH:26]=[CH:25][C:24]([N+:21]([O-:23])=[O:22])=[CH:32][CH:31]=1. The yield is 0.770. (5) The catalyst is CN(C=O)C. The product is [Br:1][C:2]1[CH:3]=[CH:4][C:5]2=[C:6]([CH:19]=1)[N:7]([CH3:22])[C:8](=[O:18])[CH2:9][N:10]=[C:11]2[C:12]1[CH:17]=[CH:16][CH:15]=[CH:14][CH:13]=1. The reactants are [Br:1][C:2]1[CH:3]=[CH:4][C:5]2=[C:6]([CH:19]=1)[NH:7][C:8](=[O:18])[CH2:9][N:10]=[C:11]2[C:12]1[CH:17]=[CH:16][CH:15]=[CH:14][CH:13]=1.[H-].[Na+].[CH3:22]I. The yield is 0.600.